From a dataset of Catalyst prediction with 721,799 reactions and 888 catalyst types from USPTO. Predict which catalyst facilitates the given reaction. (1) Reactant: N1C=CC=CC=1.[C:7]1([S:13]([N:16]2[C:20]3[CH:21]=[N:22][C:23]([C:26]#[N:27])=[C:24]([OH:25])[C:19]=3[C:18]3[CH:28]=[C:29]([Br:32])[CH:30]=[N:31][C:17]2=3)(=[O:15])=[O:14])[CH:12]=[CH:11][CH:10]=[CH:9][CH:8]=1.[F:33][C:34]([F:65])([F:64])[C:35]([F:63])([F:62])[C:36]([F:61])([F:60])[C:37]([F:59])([F:58])[S:38](O[S:38]([C:37]([F:59])([F:58])[C:36]([F:60])([F:61])[C:35]([F:62])([F:63])[C:34]([F:33])([F:64])[F:65])(=[O:39])=[O:40])(=[O:40])=[O:39].Cl. Product: [C:7]1([S:13]([N:16]2[C:20]3[CH:21]=[N:22][C:23]([C:26]#[N:27])=[C:24]([O:25][S:38]([C:37]([F:58])([F:59])[C:36]([F:60])([F:61])[C:35]([F:62])([F:63])[C:34]([F:65])([F:64])[F:33])(=[O:40])=[O:39])[C:19]=3[C:18]3[CH:28]=[C:29]([Br:32])[CH:30]=[N:31][C:17]2=3)(=[O:14])=[O:15])[CH:8]=[CH:9][CH:10]=[CH:11][CH:12]=1. The catalyst class is: 2. (2) Reactant: [CH3:1][O:2][C:3]1[CH:4]=[C:5]([S:11]([N:14]2[CH2:18][CH2:17][CH:16]([NH:19][S:20]([C:23]3[CH:28]=[CH:27][C:26]([O:29][CH3:30])=[C:25]([O:31][CH3:32])[CH:24]=3)(=[O:22])=[O:21])[CH2:15]2)(=[O:13])=[O:12])[CH:6]=[CH:7][C:8]=1[O:9][CH3:10].Br[CH2:34][CH:35]1[CH2:38][CH2:37][CH2:36]1.C(=O)([O-])[O-].[K+].[K+]. Product: [CH3:1][O:2][C:3]1[CH:4]=[C:5]([S:11]([N:14]2[CH2:18][CH2:17][CH:16]([N:19]([CH2:34][CH:35]3[CH2:38][CH2:37][CH2:36]3)[S:20]([C:23]3[CH:28]=[CH:27][C:26]([O:29][CH3:30])=[C:25]([O:31][CH3:32])[CH:24]=3)(=[O:22])=[O:21])[CH2:15]2)(=[O:12])=[O:13])[CH:6]=[CH:7][C:8]=1[O:9][CH3:10]. The catalyst class is: 10. (3) Reactant: [C:1]([O:7][CH2:8][N:9]1[C:13]2[N:14]=[N:15][CH:16]=[C:17]([C:18]3[CH:19]=[N:20][N:21]([C@@H:23]([C:27]4[CH:32]=[CH:31][CH:30]=[CH:29][CH:28]=4)[CH2:24][CH:25]=O)[CH:22]=3)[C:12]=2[CH:11]=[CH:10]1)(=[O:6])[C:2]([CH3:5])([CH3:4])[CH3:3].[OH-].[NH4+:34].II. Product: [C:1]([O:7][CH2:8][N:9]1[C:13]2[N:14]=[N:15][CH:16]=[C:17]([C:18]3[CH:19]=[N:20][N:21]([C@@H:23]([C:27]4[CH:28]=[CH:29][CH:30]=[CH:31][CH:32]=4)[CH2:24][C:25]#[N:34])[CH:22]=3)[C:12]=2[CH:11]=[CH:10]1)(=[O:6])[C:2]([CH3:5])([CH3:3])[CH3:4]. The catalyst class is: 1. (4) Reactant: [NH2:1][C:2]1[CH:10]=[CH:9][C:8]([CH3:11])=[CH:7][C:3]=1[C:4]([OH:6])=[O:5].[O:12]([C:19]1[CH:24]=[CH:23][C:22]([N:25]=[C:26]=O)=[CH:21][CH:20]=1)[C:13]1[CH:18]=[CH:17][CH:16]=[CH:15][CH:14]=1.C(Cl)CCl. Product: [CH3:11][C:8]1[CH:9]=[CH:10][C:2]2[N:1]=[C:26]([NH:25][C:22]3[CH:23]=[CH:24][C:19]([O:12][C:13]4[CH:14]=[CH:15][CH:16]=[CH:17][CH:18]=4)=[CH:20][CH:21]=3)[O:5][C:4](=[O:6])[C:3]=2[CH:7]=1. The catalyst class is: 118. (5) Reactant: Cl[CH2:2][CH2:3][CH2:4][O:5][C:6]1[CH:7]=[CH:8][C:9]2[CH2:15][CH2:14][NH:13][C:12](=[O:16])[NH:11][C:10]=2[CH:17]=1.Cl.[C:19]1([N:29]2[CH2:34][CH2:33][NH:32][CH2:31][CH2:30]2)[C:28]2[C:23](=[CH:24][CH:25]=[CH:26][CH:27]=2)[CH:22]=[CH:21][CH:20]=1.[I-].[K+].C(=O)([O-])[O-].[Na+].[Na+]. Product: [C:19]1([N:29]2[CH2:34][CH2:33][N:32]([CH2:2][CH2:3][CH2:4][O:5][C:6]3[CH:7]=[CH:8][C:9]4[CH2:15][CH2:14][NH:13][C:12](=[O:16])[NH:11][C:10]=4[CH:17]=3)[CH2:31][CH2:30]2)[C:28]2[C:23](=[CH:24][CH:25]=[CH:26][CH:27]=2)[CH:22]=[CH:21][CH:20]=1. The catalyst class is: 47. (6) Reactant: [H-].[Al+3].[Li+].[H-].[H-].[H-].[Cl:7][C:8]1[CH:13]=[CH:12][C:11]([CH:14]=[CH:15][C:16](O)=[O:17])=[CH:10][CH:9]=1.Cl. Product: [Cl:7][C:8]1[CH:9]=[CH:10][C:11]([CH2:14][CH2:15][CH2:16][OH:17])=[CH:12][CH:13]=1. The catalyst class is: 7.